Dataset: Catalyst prediction with 721,799 reactions and 888 catalyst types from USPTO. Task: Predict which catalyst facilitates the given reaction. (1) Reactant: Cl[C:2]1[C:7]([Cl:8])=[CH:6][C:5]([Cl:9])=[CH:4][N:3]=1.[NH2:10][NH2:11]. Product: [Cl:8][C:7]1[C:2]([NH:10][NH2:11])=[N:3][CH:4]=[C:5]([Cl:9])[CH:6]=1. The catalyst class is: 12. (2) Reactant: [O:1]1[CH2:5][CH2:4][C@@H:3]([OH:6])[CH2:2]1.[H-].[Na+].Cl[C:10]1[N:15]=[C:14]([NH2:16])[CH:13]=[CH:12][N:11]=1. Product: [O:1]1[CH2:5][CH2:4][C@@H:3]([O:6][C:10]2[N:15]=[C:14]([NH2:16])[CH:13]=[CH:12][N:11]=2)[CH2:2]1. The catalyst class is: 1.